This data is from Reaction yield outcomes from USPTO patents with 853,638 reactions. The task is: Predict the reaction yield, written as a fraction of the theoretical maximum amount of product (1.0 means a 100% yield; for example, 0.34 means a 34% yield). (1) The reactants are Br[C:2]1[CH:7]=[C:6]([C:8]([CH3:11])([CH3:10])[CH3:9])[C:5]([N+:12]([O-:14])=[O:13])=[CH:4][C:3]=1[NH2:15].CCN(CC)CC.[CH3:23][Si:24]([C:27]#[CH:28])([CH3:26])[CH3:25]. The catalyst is C1(C)C=CC=CC=1.O.Cl[Pd](Cl)([P](C1C=CC=CC=1)(C1C=CC=CC=1)C1C=CC=CC=1)[P](C1C=CC=CC=1)(C1C=CC=CC=1)C1C=CC=CC=1.[Cu]I. The product is [C:8]([C:6]1[C:5]([N+:12]([O-:14])=[O:13])=[CH:4][C:3]([NH:15][C:28]#[C:27][Si:24]([CH3:26])([CH3:25])[CH3:23])=[CH:2][CH:7]=1)([CH3:11])([CH3:10])[CH3:9]. The yield is 0.810. (2) The reactants are [C:1]1([O:7][P:8]([CH2:17][C:18]([CH3:41])=[CH:19][CH2:20][C:21]2[C:22]([O:34][CH2:35][CH2:36][Si:37]([CH3:40])([CH3:39])[CH3:38])=[C:23]3[C:27](=[C:28]([CH3:32])[C:29]=2[O:30][CH3:31])[CH2:26][O:25][C:24]3=[O:33])(=[O:16])[O:9]C2C=CC=CC=2)[CH:6]=[CH:5][CH:4]=[CH:3][CH:2]=1.[OH-].[Na+].CCOC(C)=O. The catalyst is C1COCC1. The product is [C:1]1([O:7][P:8]([CH2:17][C:18]([CH3:41])=[CH:19][CH2:20][C:21]2[C:22]([O:34][CH2:35][CH2:36][Si:37]([CH3:40])([CH3:38])[CH3:39])=[C:23]3[C:27](=[C:28]([CH3:32])[C:29]=2[O:30][CH3:31])[CH2:26][O:25][C:24]3=[O:33])(=[O:9])[OH:16])[CH:2]=[CH:3][CH:4]=[CH:5][CH:6]=1. The yield is 0.380.